The task is: Predict the reactants needed to synthesize the given product.. This data is from Full USPTO retrosynthesis dataset with 1.9M reactions from patents (1976-2016). (1) Given the product [O-:1][C:2]1[CH:7]=[CH:6][CH:5]=[CH:4][CH:3]=1.[O-:1][C:2]1[CH:7]=[CH:6][CH:5]=[CH:4][CH:3]=1.[C:12]1([Si:18]([C:35]2[CH:40]=[CH:39][CH:38]=[CH:37][CH:36]=2)([C:29]2[CH:30]=[CH:31][CH:32]=[CH:33][CH:34]=2)[C:19]2([Ti+2:28][Cl:9])[C:23]([CH3:24])=[C:22]([CH3:25])[C:21]([CH3:26])=[C:20]2[CH3:27])[CH:13]=[CH:14][CH:15]=[CH:16][CH:17]=1, predict the reactants needed to synthesize it. The reactants are: [O-:1][C:2]1[CH:7]=[CH:6][CH:5]=[CH:4][CH:3]=1.[Li+].[Cl-:9].[Cl-].[Cl-].[C:12]1([Si:18]([C:35]2[CH:40]=[CH:39][CH:38]=[CH:37][CH:36]=2)([C:29]2[CH:34]=[CH:33][CH:32]=[CH:31][CH:30]=2)[C:19]2([Ti+3:28])[C:23]([CH3:24])=[C:22]([CH3:25])[C:21]([CH3:26])=[C:20]2[CH3:27])[CH:17]=[CH:16][CH:15]=[CH:14][CH:13]=1. (2) Given the product [Br:1][C:2]1[CH:3]=[CH:4][C:5]([CH2:6][N:7]2[C:15]3[C:10](=[CH:11][C:12]([C:16]([NH:33][C@H:31]([C:28]4[CH:27]=[CH:26][C:25]([N+:22]([O-:24])=[O:23])=[CH:30][CH:29]=4)[CH3:32])=[O:18])=[CH:13][CH:14]=3)[CH:9]=[CH:8]2)=[CH:19][CH:20]=1, predict the reactants needed to synthesize it. The reactants are: [Br:1][C:2]1[CH:20]=[CH:19][C:5]([CH2:6][N:7]2[C:15]3[C:10](=[CH:11][C:12]([C:16]([OH:18])=O)=[CH:13][CH:14]=3)[CH:9]=[CH:8]2)=[CH:4][CH:3]=1.Cl.[N+:22]([C:25]1[CH:30]=[CH:29][C:28]([C@@H:31]([NH2:33])[CH3:32])=[CH:27][CH:26]=1)([O-:24])=[O:23].CCN(C(C)C)C(C)C.C1C=CC2N(O)N=NC=2C=1.C(Cl)CCl. (3) Given the product [NH2:12][C:8]1[CH:7]=[C:6]2[C:11](=[CH:10][CH:9]=1)[N:3]([CH2:1][CH3:2])[C:4](=[O:15])[CH2:5]2, predict the reactants needed to synthesize it. The reactants are: [CH2:1]([N:3]1[C:11]2[C:6](=[CH:7][C:8]([N+:12]([O-])=O)=[CH:9][CH:10]=2)[CH2:5][C:4]1=[O:15])[CH3:2].[Cl-].[NH4+]. (4) Given the product [OH:12][C:9]1[CH:8]=[C:7]2[C:6](=[CH:11][CH:10]=1)[NH:5][C:3](=[O:4])[CH2:2]2, predict the reactants needed to synthesize it. The reactants are: Cl[CH2:2][C:3]([NH:5][C:6]1[CH:11]=[CH:10][C:9]([O:12]C)=[CH:8][CH:7]=1)=[O:4].[Cl-].[Cl-].[Cl-].[Al+3]. (5) Given the product [NH:8]1[CH2:11][CH:10]([O:12][C:13]2[CH:14]=[C:15]([F:58])[C:16]([CH:20]3[C:32]4[NH:31][C:30]5[C:25](=[CH:26][C:27]([F:33])=[CH:28][CH:29]=5)[C:24]=4[CH2:23][CH:22]([CH3:34])[N:21]3[CH2:35][C:36]([F:57])([CH3:56])[CH2:37][O:38][Si:39]([C:52]([CH3:54])([CH3:53])[CH3:55])([C:40]3[CH:45]=[CH:44][CH:43]=[CH:42][CH:41]=3)[C:46]3[CH:51]=[CH:50][CH:49]=[CH:48][CH:47]=3)=[C:17]([F:19])[CH:18]=2)[CH2:9]1, predict the reactants needed to synthesize it. The reactants are: C(OC([N:8]1[CH2:11][CH:10]([O:12][C:13]2[CH:18]=[C:17]([F:19])[C:16]([CH:20]3[C:32]4[NH:31][C:30]5[C:25](=[CH:26][C:27]([F:33])=[CH:28][CH:29]=5)[C:24]=4[CH2:23][CH:22]([CH3:34])[N:21]3[CH2:35][C:36]([F:57])([CH3:56])[CH2:37][O:38][Si:39]([C:52]([CH3:55])([CH3:54])[CH3:53])([C:46]3[CH:51]=[CH:50][CH:49]=[CH:48][CH:47]=3)[C:40]3[CH:45]=[CH:44][CH:43]=[CH:42][CH:41]=3)=[C:15]([F:58])[CH:14]=2)[CH2:9]1)=O)(C)(C)C.S(=O)(=O)(O)O. (6) Given the product [Cl:1][C:2]1[C:9]([CH2:19][CH2:20][OH:21])=[C:8]([F:10])[CH:7]=[CH:6][C:3]=1[C:4]#[N:5], predict the reactants needed to synthesize it. The reactants are: [Cl:1][C:2]1[CH:9]=[C:8]([F:10])[CH:7]=[CH:6][C:3]=1[C:4]#[N:5].[Li+].CC([N-]C(C)C)C.[CH2:19]1[O:21][CH2:20]1. (7) Given the product [Cl:14][C:2]1[N:7]=[N:6][C:5]([C:8]([O:10][CH3:11])=[O:9])=[CH:4][CH:3]=1, predict the reactants needed to synthesize it. The reactants are: O=[C:2]1[NH:7][N:6]=[C:5]([C:8]([O:10][CH3:11])=[O:9])[CH:4]=[CH:3]1.S(Cl)([Cl:14])=O.O.